Dataset: Peptide-MHC class II binding affinity with 134,281 pairs from IEDB. Task: Regression. Given a peptide amino acid sequence and an MHC pseudo amino acid sequence, predict their binding affinity value. This is MHC class II binding data. The peptide sequence is YDKFLANVSVVLTGK. The MHC is DRB1_0404 with pseudo-sequence DRB1_0404. The binding affinity (normalized) is 0.630.